This data is from Forward reaction prediction with 1.9M reactions from USPTO patents (1976-2016). The task is: Predict the product of the given reaction. (1) Given the reactants [IH:1].[O:2]=[C:3]1[C:11]2[C:6](=[CH:7][CH:8]=[CH:9][CH:10]=2)[C:5](=[O:12])[N:4]1[CH2:13][C:14]1[C:19]([CH3:20])=[C:18](OS(C(F)(F)F)(=O)=O)[C:17]([CH3:29])=[CH:16][N:15]=1.[Na+].[I-], predict the reaction product. The product is: [O:2]=[C:3]1[C:11]2[C:6](=[CH:7][CH:8]=[CH:9][CH:10]=2)[C:5](=[O:12])[N:4]1[CH2:13][C:14]1[C:19]([CH3:20])=[C:18]([I:1])[C:17]([CH3:29])=[CH:16][N:15]=1. (2) Given the reactants [NH2:1][C:2]1[C:11]([O:12][CH3:13])=[CH:10][CH:9]=[CH:8][C:3]=1[C:4]([O:6][CH3:7])=[O:5].C1C(=O)N([Cl:21])C(=O)C1.O, predict the reaction product. The product is: [NH2:1][C:2]1[C:11]([O:12][CH3:13])=[CH:10][C:9]([Cl:21])=[CH:8][C:3]=1[C:4]([O:6][CH3:7])=[O:5]. (3) Given the reactants C12BC(CCC1)CCC2.[CH3:10][C:11]1[CH:16]=[C:15]([N+:17]([O-:19])=[O:18])[CH:14]=[CH:13][C:12]=1[N:20]1[CH:25]=[CH:24][CH:23]=[C:22]([CH:26]=[CH2:27])[C:21]1=[O:28].[OH-].[Na+].OO.S(OS([O-])=O)([O-])=[O:34].[Na+].[Na+], predict the reaction product. The product is: [OH:34][CH2:27][CH2:26][C:22]1[C:21](=[O:28])[N:20]([C:12]2[CH:13]=[CH:14][C:15]([N+:17]([O-:19])=[O:18])=[CH:16][C:11]=2[CH3:10])[CH:25]=[CH:24][CH:23]=1. (4) Given the reactants [Br:1][C:2]1[CH:3]=[CH:4][C:5]2[C:11](=O)[CH2:10][CH2:9][CH2:8][O:7][C:6]=2[CH:13]=1.[NH:14]1[CH2:19][CH2:18][O:17][CH2:16][CH2:15]1, predict the reaction product. The product is: [Br:1][C:2]1[CH:3]=[CH:4][C:5]2=[C:6]([CH:13]=1)[O:7][CH2:8][CH2:9][CH:10]=[C:11]2[N:14]1[CH2:19][CH2:18][O:17][CH2:16][CH2:15]1.